Task: Predict which catalyst facilitates the given reaction.. Dataset: Catalyst prediction with 721,799 reactions and 888 catalyst types from USPTO Reactant: Cl.Cl.[CH3:3][C:4]1[N:9]=[CH:8][N:7]=[C:6]([C:10]2[CH:11]=[C:12]3[C:16](=[CH:17][CH:18]=2)[C@H:15]([N:19]2[CH2:22][C:21]4([CH2:27][CH2:26][NH:25][CH2:24][CH2:23]4)[CH2:20]2)[CH2:14][CH2:13]3)[CH:5]=1.C(N(CC)CC)C.[CH3:35][C:36]1[S:40][CH:39]2[NH:41][C:42]([CH2:44][C:45](O)=[O:46])=[CH:43][N:38]2[CH:37]=1.CN(C(ON1N=NC2C=CC=CC1=2)=[N+](C)C)C.F[P-](F)(F)(F)(F)F. Product: [CH3:35][C:36]1[S:40][C:39]2=[N:41][C:42]([CH2:44][C:45]([N:25]3[CH2:26][CH2:27][C:21]4([CH2:22][N:19]([C@H:15]5[C:16]6[C:12](=[CH:11][C:10]([C:6]7[CH:5]=[C:4]([CH3:3])[N:9]=[CH:8][N:7]=7)=[CH:18][CH:17]=6)[CH2:13][CH2:14]5)[CH2:20]4)[CH2:23][CH2:24]3)=[O:46])=[CH:43][N:38]2[CH:37]=1. The catalyst class is: 139.